Dataset: Reaction yield outcomes from USPTO patents with 853,638 reactions. Task: Predict the reaction yield, written as a fraction of the theoretical maximum amount of product (1.0 means a 100% yield; for example, 0.34 means a 34% yield). (1) The reactants are [CH3:1][N:2]([CH2:13][C:14]1[N:15]=[C:16]2[CH:21]=[CH:20][CH:19]=[C:18]([N:22]3[CH2:27][CH2:26][N:25]([CH3:28])[CH2:24][CH2:23]3)[N:17]2[CH:29]=1)[C@@H:3]1[C:12]2[N:11]=[CH:10][CH:9]=[CH:8][C:7]=2[CH2:6][CH2:5][CH2:4]1.[CH3:30][NH:31][CH3:32].[CH2:33]=O. The catalyst is C(O)(=O)C.ClCCl. The product is [CH3:30][N:31]([CH2:33][C:29]1[N:17]2[C:18]([N:22]3[CH2:23][CH2:24][N:25]([CH3:28])[CH2:26][CH2:27]3)=[CH:19][CH:20]=[CH:21][C:16]2=[N:15][C:14]=1[CH2:13][N:2]([CH3:1])[C@@H:3]1[C:12]2[N:11]=[CH:10][CH:9]=[CH:8][C:7]=2[CH2:6][CH2:5][CH2:4]1)[CH3:32]. The yield is 0.760. (2) The reactants are [C:1]([C:3]1[CH:8]=[CH:7][CH:6]=[CH:5][N:4]=1)#[N:2].[CH3:9][NH:10][NH2:11].NN. The catalyst is C(O)C. The product is [CH3:9][NH:10][N:11]=[C:1]([C:3]1[CH:8]=[CH:7][CH:6]=[CH:5][N:4]=1)[NH2:2]. The yield is 0.716. (3) The reactants are CN(C)/[CH:3]=[CH:4]/[C:5]([C:7]1[C:8](=[O:30])[O:9][C:10]2[C:15]([CH:16]=1)=[CH:14][CH:13]=[C:12]([N:17]1[CH2:22][CH2:21][N:20]([C:23]([O:25][C:26]([CH3:29])([CH3:28])[CH3:27])=[O:24])[CH2:19][CH2:18]1)[CH:11]=2)=O.Cl.[C:33]([NH2:36])(=[NH:35])[CH3:34].C([O-])([O-])=O.[K+].[K+].O. The catalyst is CC#N. The product is [C:26]([O:25][C:23]([N:20]1[CH2:19][CH2:18][N:17]([C:12]2[CH:11]=[C:10]3[C:15]([CH:16]=[C:7]([C:5]4[CH:4]=[CH:3][N:36]=[C:33]([CH3:34])[N:35]=4)[C:8](=[O:30])[O:9]3)=[CH:14][CH:13]=2)[CH2:22][CH2:21]1)=[O:24])([CH3:29])([CH3:28])[CH3:27]. The yield is 0.880. (4) The reactants are [Cl:1][C:2]1[C:28]([CH2:29][CH2:30][OH:31])=[CH:27][CH:26]=[CH:25][C:3]=1[CH2:4][N:5]1[CH2:24][CH2:23][C:8]2([O:13][CH2:12][CH2:11][N:10]([C:14]([C:16]3[N:17]=[C:18]([CH2:21][CH3:22])[S:19][CH:20]=3)=[O:15])[CH2:9]2)[CH2:7][CH2:6]1.[C:32]([O:36][C:37]([CH3:40])([CH3:39])[CH3:38])(=[O:35])[CH:33]=[CH2:34]. The catalyst is O.C(#N)C. The product is [Cl:1][C:2]1[C:3]([CH2:4][N:5]2[CH2:6][CH2:7][C:8]3([O:13][CH2:12][CH2:11][N:10]([C:14]([C:16]4[N:17]=[C:18]([CH2:21][CH3:22])[S:19][CH:20]=4)=[O:15])[CH2:9]3)[CH2:23][CH2:24]2)=[CH:25][CH:26]=[CH:27][C:28]=1[CH2:29][CH2:30][O:31][CH2:34][CH2:33][C:32]([O:36][C:37]([CH3:40])([CH3:39])[CH3:38])=[O:35]. The yield is 0.940. (5) The reactants are [O:1]1[CH:5]=[CH:4][CH2:3][CH:2]1[C:6]1[CH:7]=[C:8]([CH:11]=[CH:12][CH:13]=1)[CH:9]=[O:10].N1C(C)=CC=CC=1C.[H][H]. The catalyst is [Pd].C1COCC1. The product is [O:1]1[CH2:5][CH2:4][CH2:3][CH:2]1[C:6]1[CH:7]=[C:8]([CH2:9][OH:10])[CH:11]=[CH:12][CH:13]=1. The yield is 0.700. (6) The reactants are Br[C:2]1[C:3]([C:9]2[C:10]([F:34])=[C:11]([N:16]([CH2:28][O:29][CH2:30][CH2:31][O:32][CH3:33])[S:17]([C:20]3[CH:25]=[C:24]([F:26])[CH:23]=[CH:22][C:21]=3[F:27])(=[O:19])=[O:18])[CH:12]=[CH:13][C:14]=2[F:15])=[N:4][N:5]([CH2:7][CH3:8])[CH:6]=1.[N:35]1[CH:40]=[CH:39][C:38](B2OC(C)(C)C(C)(C)O2)=[CH:37][CH:36]=1.C(=O)([O-])[O-].[Cs+].[Cs+].C(Cl)Cl. The yield is 0.860. The product is [CH2:7]([N:5]1[CH:6]=[C:2]([C:38]2[CH:39]=[CH:40][N:35]=[CH:36][CH:37]=2)[C:3]([C:9]2[C:10]([F:34])=[C:11]([N:16]([CH2:28][O:29][CH2:30][CH2:31][O:32][CH3:33])[S:17]([C:20]3[CH:25]=[C:24]([F:26])[CH:23]=[CH:22][C:21]=3[F:27])(=[O:19])=[O:18])[CH:12]=[CH:13][C:14]=2[F:15])=[N:4]1)[CH3:8]. The catalyst is C(COC)OC.